Dataset: Forward reaction prediction with 1.9M reactions from USPTO patents (1976-2016). Task: Predict the product of the given reaction. (1) Given the reactants [NH2:1][C:2]1[CH:3]=[C:4]2[C:8](=[CH:9][CH:10]=1)[N:7]([C:11]1[CH:16]=[CH:15][C:14]([NH2:17])=[CH:13][CH:12]=1)[N:6]=[CH:5]2.Br[CH2:19][C:20]([O:22][C:23]([CH3:26])([CH3:25])[CH3:24])=[O:21].[O:27]1[CH2:32][CH2:31][N:30]([C:33]2[CH:41]=[CH:40][C:36]([C:37](O)=[O:38])=[CH:35][CH:34]=2)[CH2:29][CH2:28]1, predict the reaction product. The product is: [O:27]1[CH2:28][CH2:29][N:30]([C:33]2[CH:34]=[CH:35][C:36]([C:37]([NH:1][C:2]3[CH:3]=[C:4]4[C:8](=[CH:9][CH:10]=3)[N:7]([C:11]3[CH:16]=[CH:15][C:14]([NH:17][CH2:19][C:20]([O:22][C:23]([CH3:26])([CH3:25])[CH3:24])=[O:21])=[CH:13][CH:12]=3)[N:6]=[CH:5]4)=[O:38])=[CH:40][CH:41]=2)[CH2:31][CH2:32]1. (2) The product is: [Br:9][C:4]1[CH:5]=[C:6]([N:20]([C:47]2[CH:48]=[CH:49][C:50]3[S:25][C:24]4[CH:23]=[CH:22][CH:21]=[CH:33][C:32]=4[C:51]=3[CH:52]=2)[C:11]2[CH:10]=[CH:19][C:56]3[C:54](=[CH:55][CH:14]=[CH:13][CH:12]=3)[CH:53]=2)[CH:7]=[C:2]([N:20]([C:21]2[CH:33]=[CH:32][C:24]3[S:25][C:26]4[CH:31]=[CH:30][CH:29]=[CH:28][C:27]=4[C:23]=3[CH:22]=2)[C:11]2[CH:12]=[CH:13][C:14]3[C:19](=[CH:18][CH:17]=[CH:16][CH:15]=3)[CH:10]=2)[CH:3]=1. Given the reactants Br[C:2]1[CH:7]=[C:6](Br)[CH:5]=[C:4]([Br:9])[CH:3]=1.[CH:10]1[C:19]2[C:14](=[CH:15][CH:16]=[CH:17][CH:18]=2)[CH:13]=[CH:12][C:11]=1[NH:20][C:21]1[CH:33]=[CH:32][C:24]2[S:25][C:26]3[CH:31]=[CH:30][CH:29]=[CH:28][C:27]=3[C:23]=2[CH:22]=1.[CH:47]1[CH:52]=[CH:51][C:50](P([C:47]2[CH:52]=[CH:51][CH:50]=[CH:49][CH:48]=2)[C:47]2[CH:52]=[CH:51][CH:50]=[CH:49][CH:48]=2)=[CH:49][CH:48]=1.[CH3:53][C:54]([O-])([CH3:56])[CH3:55].[Na+], predict the reaction product. (3) Given the reactants Cl.[O:2]1[C:6]2[CH:7]=[CH:8][CH:9]=[C:10]([CH:11]3[CH2:16][CH2:15][N:14]([CH2:17][CH2:18][C@H:19]4[CH2:24][CH2:23][C@H:22]([NH2:25])[CH2:21][CH2:20]4)[CH2:13][CH2:12]3)[C:5]=2[O:4][CH2:3]1.[Cl:26][CH:27]1[CH2:30][CH:29]([C:31](O)=[O:32])[CH2:28]1, predict the reaction product. The product is: [O:2]1[C:6]2[CH:7]=[CH:8][CH:9]=[C:10]([CH:11]3[CH2:16][CH2:15][N:14]([CH2:17][CH2:18][C@H:19]4[CH2:20][CH2:21][C@H:22]([NH:25][C:31]([CH:29]5[CH2:30][CH:27]([Cl:26])[CH2:28]5)=[O:32])[CH2:23][CH2:24]4)[CH2:13][CH2:12]3)[C:5]=2[O:4][CH2:3]1. (4) Given the reactants [CH:1]([C:3]1[CH:11]=[C:10]2[C:6]([CH:7]=[CH:8][N:9]2[C:12]([O:14][C:15]([CH3:18])([CH3:17])[CH3:16])=[O:13])=[CH:5][CH:4]=1)=[O:2].[BH4-].[Na+], predict the reaction product. The product is: [OH:2][CH2:1][C:3]1[CH:11]=[C:10]2[C:6]([CH:7]=[CH:8][N:9]2[C:12]([O:14][C:15]([CH3:18])([CH3:17])[CH3:16])=[O:13])=[CH:5][CH:4]=1. (5) Given the reactants Br[C:2]1[CH:7]=[C:6]([CH2:8][NH:9][C:10]2[CH:23]=[C:22]3[C:13]([O:14][C:15]4[C:16]([C:24]5[NH:29][C:28](=[O:30])[CH:27]=[C:26]([N:31]6[CH2:36][CH2:35][O:34][CH2:33][CH2:32]6)[CH:25]=5)=[CH:17][CH:18]=[CH:19][C:20]=4[CH2:21]3)=[CH:12][CH:11]=2)[CH:5]=[CH:4][N:3]=1.[CH3:37][N:38]1[CH:42]=[C:41](B2OC(C)(C)C(C)(C)O2)[CH:40]=[N:39]1.C(=O)([O-])[O-].[Na+].[Na+].C(Cl)(Cl)Cl, predict the reaction product. The product is: [CH3:37][N:38]1[CH:42]=[C:41]([C:2]2[CH:7]=[C:6]([CH2:8][NH:9][C:10]3[CH:23]=[C:22]4[C:13]([O:14][C:15]5[C:16]([C:24]6[NH:29][C:28](=[O:30])[CH:27]=[C:26]([N:31]7[CH2:36][CH2:35][O:34][CH2:33][CH2:32]7)[CH:25]=6)=[CH:17][CH:18]=[CH:19][C:20]=5[CH2:21]4)=[CH:12][CH:11]=3)[CH:5]=[CH:4][N:3]=2)[CH:40]=[N:39]1.